The task is: Predict the reactants needed to synthesize the given product.. This data is from Full USPTO retrosynthesis dataset with 1.9M reactions from patents (1976-2016). Given the product [CH2:1]([O:8][C:9]1[CH:10]=[C:11]([Cl:30])[C:12]([CH2:13][C@@H:14]2[CH2:18][CH2:17][N:16]([C@H:19]3[CH2:20][CH2:21][C@H:22]([O:25][S:39]([CH3:38])(=[O:41])=[O:40])[CH2:23][CH2:24]3)[C:15]2=[O:26])=[C:27]([Cl:29])[CH:28]=1)[C:2]1[CH:3]=[CH:4][CH:5]=[CH:6][CH:7]=1, predict the reactants needed to synthesize it. The reactants are: [CH2:1]([O:8][C:9]1[CH:28]=[C:27]([Cl:29])[C:12]([CH2:13][C@@H:14]2[CH2:18][CH2:17][N:16]([C@H:19]3[CH2:24][CH2:23][C@H:22]([OH:25])[CH2:21][CH2:20]3)[C:15]2=[O:26])=[C:11]([Cl:30])[CH:10]=1)[C:2]1[CH:7]=[CH:6][CH:5]=[CH:4][CH:3]=1.C(N(CC)CC)C.[CH3:38][S:39](Cl)(=[O:41])=[O:40].